From a dataset of Full USPTO retrosynthesis dataset with 1.9M reactions from patents (1976-2016). Predict the reactants needed to synthesize the given product. (1) Given the product [Cl:1][C:2]1[CH:3]=[C:4]([CH:7]=[C:8]([O:10][C:11]2[C:12](=[O:18])[N:13]([CH2:20][C:21]3[C:29]4[C:24](=[N:25][CH:26]=[CH:27][CH:28]=4)[NH:23][N:22]=3)[CH:14]=[CH:15][C:16]=2[Cl:17])[CH:9]=1)[C:5]#[N:6], predict the reactants needed to synthesize it. The reactants are: [Cl:1][C:2]1[CH:3]=[C:4]([CH:7]=[C:8]([O:10][C:11]2[C:12]([OH:18])=[N:13][CH:14]=[CH:15][C:16]=2[Cl:17])[CH:9]=1)[C:5]#[N:6].Br[CH2:20][C:21]1[C:29]2[C:24](=[N:25][CH:26]=[CH:27][CH:28]=2)[N:23](C(OC(C)(C)C)=O)[N:22]=1.C(=O)([O-])[O-].[K+].[K+]. (2) Given the product [Br:1][C:2]1[C:3](=[O:24])[N:4]([C:10]2[CH:19]=[C:18]([C:20]([NH:22][CH3:23])=[O:21])[CH:17]=[CH:16][C:11]=2[C:12]([O:14][CH3:15])=[O:13])[C:5]([CH3:9])=[CH:6][C:7]=1[O:8][CH2:34][C:33]1[CH:36]=[CH:37][C:38]([F:40])=[CH:39][C:32]=1[F:31], predict the reactants needed to synthesize it. The reactants are: [Br:1][C:2]1[C:3](=[O:24])[N:4]([C:10]2[CH:19]=[C:18]([C:20]([NH:22][CH3:23])=[O:21])[CH:17]=[CH:16][C:11]=2[C:12]([O:14][CH3:15])=[O:13])[C:5]([CH3:9])=[CH:6][C:7]=1[OH:8].C([O-])([O-])=O.[K+].[K+].[F:31][C:32]1[CH:39]=[C:38]([F:40])[CH:37]=[CH:36][C:33]=1[CH2:34]Br. (3) Given the product [ClH:49].[ClH:49].[ClH:49].[NH2:41][C:37]1([C:34]2[CH:35]=[CH:36][C:31]([N:30]3[C:11]4=[N:12][C:13]([C:16]5[CH:21]=[CH:20][CH:19]=[C:18]([N:22]6[CH2:23][C@H:24]([CH3:29])[O:25][C@H:26]([CH3:28])[CH2:27]6)[CH:17]=5)=[CH:14][CH:15]=[C:10]4[N:9]=[C:8]3[C:7]3[C:2]([NH2:1])=[N:3][CH:4]=[CH:5][CH:6]=3)=[CH:32][CH:33]=2)[CH2:40][CH2:39][CH2:38]1, predict the reactants needed to synthesize it. The reactants are: [NH2:1][C:2]1[C:7]([C:8]2[N:30]([C:31]3[CH:36]=[CH:35][C:34]([C:37]4([NH:41]C(=O)OC(C)(C)C)[CH2:40][CH2:39][CH2:38]4)=[CH:33][CH:32]=3)[C:11]3=[N:12][C:13]([C:16]4[CH:21]=[CH:20][CH:19]=[C:18]([N:22]5[CH2:27][C@H:26]([CH3:28])[O:25][C@H:24]([CH3:29])[CH2:23]5)[CH:17]=4)=[CH:14][CH:15]=[C:10]3[N:9]=2)=[CH:6][CH:5]=[CH:4][N:3]=1.[ClH:49].O1CCOCC1. (4) Given the product [CH3:18][C:10]([CH3:19])([CH2:9][CH2:8][C@H:4]1[CH2:5][CH2:6][CH2:7][C@@H:2]([O:1][CH2:21][C:22]2[N:23]=[C:24]([C:28]3[CH:33]=[CH:32][C:31]([CH3:34])=[CH:30][CH:29]=3)[O:25][C:26]=2[CH3:27])[CH2:3]1)[C:11]([O:13][C:14]([CH3:17])([CH3:16])[CH3:15])=[O:12], predict the reactants needed to synthesize it. The reactants are: [OH:1][C@@H:2]1[CH2:7][CH2:6][CH2:5][C@H:4]([CH2:8][CH2:9][C:10]([CH3:19])([CH3:18])[C:11]([O:13][C:14]([CH3:17])([CH3:16])[CH3:15])=[O:12])[CH2:3]1.I[CH2:21][C:22]1[N:23]=[C:24]([C:28]2[CH:33]=[CH:32][C:31]([CH3:34])=[CH:30][CH:29]=2)[O:25][C:26]=1[CH3:27].[H-].[Na+].C(OC)(C)(C)C.